From a dataset of Full USPTO retrosynthesis dataset with 1.9M reactions from patents (1976-2016). Predict the reactants needed to synthesize the given product. (1) Given the product [NH2:1][C@@H:4]1[CH2:8][N:7]([CH2:9][C:10]2[CH:15]=[CH:14][CH:13]=[CH:12][CH:11]=2)[CH2:6][C@H:5]1[NH:16][C:17](=[O:23])[O:18][C:19]([CH3:21])([CH3:20])[CH3:22], predict the reactants needed to synthesize it. The reactants are: [N:1]([C@@H:4]1[CH2:8][N:7]([CH2:9][C:10]2[CH:15]=[CH:14][CH:13]=[CH:12][CH:11]=2)[CH2:6][C@H:5]1[NH:16][C:17](=[O:23])[O:18][C:19]([CH3:22])([CH3:21])[CH3:20])=[N+]=[N-].C1C=CC(P(C2C=CC=CC=2)C2C=CC=CC=2)=CC=1.O.Cl. (2) Given the product [Cl:45][C:4]1[CH:3]=[C:2]([Cl:1])[CH:26]=[CH:25][C:5]=1[CH2:6][C:7]1([C:23]#[N:24])[CH2:12][CH2:11][N:10]([S:13]([C:16]2[C:20]([CH3:21])=[N:19][NH:18][C:17]=2[CH3:22])(=[O:14])=[O:15])[CH2:9][CH2:8]1, predict the reactants needed to synthesize it. The reactants are: [Cl:1][C:2]1[CH:26]=[CH:25][C:5]([CH2:6][C:7]2([C:23]#[N:24])[CH2:12][CH2:11][N:10]([S:13]([C:16]3[C:17]([CH3:22])=[N:18][NH:19][C:20]=3[CH3:21])(=[O:15])=[O:14])[CH2:9][CH2:8]2)=[CH:4][CH:3]=1.CC1C(S(N2CCC(C#N)CC2)(=O)=O)=C(C)NN=1.[Cl:45]C1C=C(Cl)C=CC=1CCl. (3) Given the product [CH2:1]([O:3][C:4](=[O:16])[CH2:5][N:6]1[C:14]2[C:9](=[CH:10][CH:11]=[C:12]([O:15][CH2:30][C:26]3[N:27]([CH3:29])[N:28]=[C:24]([C:21]4[CH:22]=[CH:23][C:18]([F:17])=[C:19]([C:32]([F:34])([F:33])[F:35])[CH:20]=4)[CH:25]=3)[CH:13]=2)[CH:8]=[CH:7]1)[CH3:2], predict the reactants needed to synthesize it. The reactants are: [CH2:1]([O:3][C:4](=[O:16])[CH2:5][N:6]1[C:14]2[C:9](=[CH:10][CH:11]=[C:12]([OH:15])[CH:13]=2)[CH:8]=[CH:7]1)[CH3:2].[F:17][C:18]1[CH:23]=[CH:22][C:21]([C:24]2[CH:25]=[C:26]([CH2:30]O)[N:27]([CH3:29])[N:28]=2)=[CH:20][C:19]=1[C:32]([F:35])([F:34])[F:33].CN(C)C(N=NC(N(C)C)=O)=O.C(P(CCCC)CCCC)CCC. (4) The reactants are: [OH:1][C@@H:2]([CH2:18][N:19]([C:24]1[CH:29]=[CH:28][C:27]([O:30][CH2:31][CH2:32][CH2:33][C:34]#[N:35])=[CH:26][CH:25]=1)[CH2:20][CH:21]([CH3:23])[CH3:22])[CH2:3][O:4][C:5]1[C:17]2[C:16]3[C:11](=[CH:12][CH:13]=[CH:14][CH:15]=3)[NH:10][C:9]=2[CH:8]=[CH:7][CH:6]=1.C(=O)([O-])[O-:37].[K+].[K+].OO. Given the product [OH:1][C@@H:2]([CH2:18][N:19]([C:24]1[CH:25]=[CH:26][C:27]([O:30][CH2:31][CH2:32][CH2:33][C:34](=[O:37])[NH2:35])=[CH:28][CH:29]=1)[CH2:20][CH:21]([CH3:22])[CH3:23])[CH2:3][O:4][C:5]1[C:17]2[C:16]3[C:11](=[CH:12][CH:13]=[CH:14][CH:15]=3)[NH:10][C:9]=2[CH:8]=[CH:7][CH:6]=1, predict the reactants needed to synthesize it.